Dataset: Catalyst prediction with 721,799 reactions and 888 catalyst types from USPTO. Task: Predict which catalyst facilitates the given reaction. (1) Reactant: C[O:2][C:3]1[CH:8]=[CH:7][CH:6]=[CH:5][C:4]=1[C:9]1[CH:14]=[CH:13][CH:12]=[C:11]([C:15]2[NH:19][N:18]=[N:17][N:16]=2)[CH:10]=1.Br. Product: [NH:19]1[C:15]([C:11]2[CH:10]=[C:9]([C:4]3[C:3]([OH:2])=[CH:8][CH:7]=[CH:6][CH:5]=3)[CH:14]=[CH:13][CH:12]=2)=[N:16][N:17]=[N:18]1. The catalyst class is: 15. (2) Reactant: C([N:8]1[CH2:13][CH2:12][CH:11]([NH:14][C:15](=[O:22])[C:16]2[CH:21]=[CH:20][CH:19]=[CH:18][CH:17]=2)[CH2:10][CH2:9]1)C1C=CC=CC=1. Product: [C:15]([NH:14][CH:11]1[CH2:12][CH2:13][NH:8][CH2:9][CH2:10]1)(=[O:22])[C:16]1[CH:17]=[CH:18][CH:19]=[CH:20][CH:21]=1. The catalyst class is: 63. (3) Reactant: Cl[CH2:2][C:3]1[N:8]=[N:7][C:6]([C:9]2[S:10][CH:11]=[CH:12][N:13]=2)=[CH:5][CH:4]=1.[N-:14]=[N+:15]=[N-:16].[Na+].O. Product: [N:14]([CH2:2][C:3]1[N:8]=[N:7][C:6]([C:9]2[S:10][CH:11]=[CH:12][N:13]=2)=[CH:5][CH:4]=1)=[N+:15]=[N-:16]. The catalyst class is: 3. (4) Reactant: [CH2:1]([O:3][C:4]([C:6]1[C:10]([C:11]2[CH:16]=[CH:15][CH:14]=[CH:13][CH:12]=2)=[C:9](C=O)[NH:8][C:7]=1[CH2:19][CH2:20][NH:21]C(OC(C)(C)C)=O)=[O:5])[CH3:2].FC(F)(F)C(O)=O. Product: [CH2:1]([O:3][C:4]([C:6]1[C:10]([C:11]2[CH:12]=[CH:13][CH:14]=[CH:15][CH:16]=2)=[CH:9][NH:8][C:7]=1[CH2:19][CH2:20][NH2:21])=[O:5])[CH3:2]. The catalyst class is: 4.